Dataset: Forward reaction prediction with 1.9M reactions from USPTO patents (1976-2016). Task: Predict the product of the given reaction. (1) Given the reactants [Cl:1][C:2]1[CH:9]=[CH:8][CH:7]=[C:6]([F:10])[C:3]=1[CH:4]=O.[CH3:11][C:12]([CH3:14])=[O:13].[OH-].[K+], predict the reaction product. The product is: [Cl:1][C:2]1[CH:9]=[CH:8][CH:7]=[C:6]([F:10])[C:3]=1/[CH:4]=[CH:11]/[C:12](=[O:13])/[CH:14]=[CH:4]/[C:3]1[C:6]([F:10])=[CH:7][CH:8]=[CH:9][C:2]=1[Cl:1]. (2) Given the reactants [Cl:1][C:2]1[CH:7]=[C:6]([N:8]([CH2:17][O:18][CH2:19][CH2:20][Si:21]([CH3:24])([CH3:23])[CH3:22])[CH2:9][O:10][CH2:11][CH2:12][Si:13]([CH3:16])([CH3:15])[CH3:14])[N:5]2[N:25]=[CH:26][C:27](I)=[C:4]2[N:3]=1.[N:29]1[C:38]2[C:33](=[CH:34][CH:35]=[CH:36][CH:37]=2)[CH:32]=[CH:31][C:30]=1B(O)O.[O-]P([O-])([O-])=O.[K+].[K+].[K+].O, predict the reaction product. The product is: [Cl:1][C:2]1[CH:7]=[C:6]([N:8]([CH2:17][O:18][CH2:19][CH2:20][Si:21]([CH3:24])([CH3:23])[CH3:22])[CH2:9][O:10][CH2:11][CH2:12][Si:13]([CH3:16])([CH3:15])[CH3:14])[N:5]2[N:25]=[CH:26][C:27]([C:31]3[CH:30]=[N:29][C:38]4[C:33]([CH:32]=3)=[CH:34][CH:35]=[CH:36][CH:37]=4)=[C:4]2[N:3]=1. (3) Given the reactants Cl[C:2]1[CH:7]=[C:6]([C:8]2[O:12][N:11]=[C:10]([C:13]3[CH:18]=[CH:17][N:16]=[C:15]([CH3:19])[CH:14]=3)[N:9]=2)[CH:5]=[C:4]([CH3:20])[N:3]=1.C([O-])([O-])=O.[Cs+].[Cs+].[CH2:27]([NH:29][CH2:30][CH3:31])[CH3:28].CC1(C)C2C(=C(P(C3C=CC=CC=3)C3C=CC=CC=3)C=CC=2)OC2C(P(C3C=CC=CC=3)C3C=CC=CC=3)=CC=CC1=2, predict the reaction product. The product is: [CH2:27]([N:29]([CH2:30][CH3:31])[C:2]1[CH:7]=[C:6]([C:8]2[O:12][N:11]=[C:10]([C:13]3[CH:18]=[CH:17][N:16]=[C:15]([CH3:19])[CH:14]=3)[N:9]=2)[CH:5]=[C:4]([CH3:20])[N:3]=1)[CH3:28]. (4) Given the reactants [CH2:1]([O:5][CH2:6][CH2:7][O:8][C:9]1[CH:14]=[CH:13][C:12]([C:15]2[CH:16]=[CH:17][C:18]3[N:25]([C:26]4[CH:31]=[CH:30][CH:29]=[CH:28][CH:27]=4)[CH2:24][CH2:23][CH2:22][C:21]([C:32](O)=[O:33])=[CH:20][C:19]=3[CH:35]=2)=[CH:11][CH:10]=1)[CH2:2][CH2:3][CH3:4].CN(C=O)C.C(Cl)(=O)C(Cl)=O.[CH2:47]([N:50]1[C:54]([CH2:55][S:56]([C:58]2[CH:64]=[CH:63][C:61]([NH2:62])=[CH:60][CH:59]=2)=[O:57])=[CH:53][N:52]=[CH:51]1)[CH2:48][CH3:49], predict the reaction product. The product is: [CH2:1]([O:5][CH2:6][CH2:7][O:8][C:9]1[CH:10]=[CH:11][C:12]([C:15]2[CH:16]=[CH:17][C:18]3[N:25]([C:26]4[CH:31]=[CH:30][CH:29]=[CH:28][CH:27]=4)[CH2:24][CH2:23][CH2:22][C:21]([C:32]([NH:62][C:61]4[CH:60]=[CH:59][C:58]([S:56]([CH2:55][C:54]5[N:50]([CH2:47][CH2:48][CH3:49])[CH:51]=[N:52][CH:53]=5)=[O:57])=[CH:64][CH:63]=4)=[O:33])=[CH:20][C:19]=3[CH:35]=2)=[CH:13][CH:14]=1)[CH2:2][CH2:3][CH3:4]. (5) Given the reactants [Cl:1][C:2]1[CH:7]=[CH:6][CH:5]=[CH:4][C:3]=1[C:8]([C:10]1[C:11](F)=[N:12][C:13]([O:21][C:22]2[CH:27]=[CH:26][C:25]([F:28])=[CH:24][C:23]=2[F:29])=[CH:14][C:15]=1[NH:16][CH2:17][C@@H:18]([OH:20])[CH3:19])=O.[NH2:31][NH2:32], predict the reaction product. The product is: [Cl:1][C:2]1[CH:7]=[CH:6][CH:5]=[CH:4][C:3]=1[C:8]1[C:10]2[C:11](=[N:12][C:13]([O:21][C:22]3[CH:27]=[CH:26][C:25]([F:28])=[CH:24][C:23]=3[F:29])=[CH:14][C:15]=2[NH:16][CH2:17][C@@H:18]([OH:20])[CH3:19])[NH:32][N:31]=1. (6) Given the reactants O1CCCCC1[O:7][CH2:8][CH2:9][O:10][CH2:11][CH2:12][N:13]1[CH2:18][CH2:17][N:16]([C:19]2=[N:20][C:21]3[CH:33]=[CH:32][CH:31]=[CH:30][C:22]=3[S:23][C:24]3[CH:29]=[CH:28][CH:27]=[CH:26][C:25]2=3)[CH2:15][CH2:14]1.C1(C)C=CC=CC=1.Cl, predict the reaction product. The product is: [CH:26]1[C:25]2[C:19]([N:16]3[CH2:15][CH2:14][N:13]([CH2:12][CH2:11][O:10][CH2:9][CH2:8][OH:7])[CH2:18][CH2:17]3)=[N:20][C:21]3[CH:33]=[CH:32][CH:31]=[CH:30][C:22]=3[S:23][C:24]=2[CH:29]=[CH:28][CH:27]=1. (7) Given the reactants [CH3:1][C:2]1[O:6][N:5]=[C:4]([C:7]2[CH:12]=[CH:11][CH:10]=[CH:9][CH:8]=2)[C:3]=1[CH2:13][O:14][C:15]1[N:20]=[N:19][C:18]([C:21]([OH:23])=O)=[CH:17][CH:16]=1.[NH2:24][N:25]1[CH2:30][CH2:29][O:28][CH2:27][CH2:26]1.F[B-](F)(F)F.N1(OC(N(C)C)=[N+](C)C)C2C=CC=CC=2N=N1.C(N(CC)C(C)C)(C)C, predict the reaction product. The product is: [N:25]1([NH:24][C:21]([C:18]2[N:19]=[N:20][C:15]([O:14][CH2:13][C:3]3[C:4]([C:7]4[CH:8]=[CH:9][CH:10]=[CH:11][CH:12]=4)=[N:5][O:6][C:2]=3[CH3:1])=[CH:16][CH:17]=2)=[O:23])[CH2:30][CH2:29][O:28][CH2:27][CH2:26]1. (8) Given the reactants [F:1][C:2]1[CH:3]=[C:4]([NH:9][C:10]2[CH:15]=[CH:14][CH:13]=[CH:12][CH:11]=2)[C:5]([NH2:8])=[CH:6][CH:7]=1.[C:16]([O:20][C:21]([NH:23][C@@H:24]([CH2:28][O:29][CH3:30])[C:25](O)=[O:26])=[O:22])([CH3:19])([CH3:18])[CH3:17].C1C=NC2N(O)N=NC=2C=1.CN1CCOCC1.Cl.CN(C)CCCN=C=NCC, predict the reaction product. The product is: [C:16]([O:20][C:21](=[O:22])[NH:23][C@H:24]([C:25](=[O:26])[NH:8][C:5]1[CH:6]=[CH:7][C:2]([F:1])=[CH:3][C:4]=1[NH:9][C:10]1[CH:15]=[CH:14][CH:13]=[CH:12][CH:11]=1)[CH2:28][O:29][CH3:30])([CH3:19])([CH3:17])[CH3:18].